From a dataset of Experimentally validated miRNA-target interactions with 360,000+ pairs, plus equal number of negative samples. Binary Classification. Given a miRNA mature sequence and a target amino acid sequence, predict their likelihood of interaction. (1) The miRNA is hsa-miR-484 with sequence UCAGGCUCAGUCCCCUCCCGAU. The protein sequence of the target gene is MAAWGCVAALGAARGLCWRAARAAAGLQGRPARRCYAVGPAQSPPTFGFLLDIDGVLVRGHRVIPAALKAFRRLVNSQGQLRVPVVFVTNAGNILQHSKAQELSALLGCEVDADQVILSHSPMKLFSEYHEKRMLVSGQGPVMENAQGLGFRNVVTVDELRMAFPLLDMVDLERRLKTTPLPRNDFPRIEGVLLLGEPVRWETSLQLIMDVLLSNGSPGAGLATPPYPHLPVLASNMDLLWMAEAKMPRFGHGTFLLCLETIYQKVTGKELRYEGLMGKPSILTYQYAEDLIRRQAERRG.... Result: 1 (interaction). (2) The miRNA is hsa-miR-527 with sequence CUGCAAAGGGAAGCCCUUUC. The protein sequence of the target gene is MSLLPRRAPPVSMRLLAAALLLLLLALYTARVDGSKCKCSRKGPKIRYSDVKKLEMKPKYPHCEEKMVIITTKSVSRYRGQEHCLHPKLQSTKRFIKWYNAWNEKRRVYEE. Result: 1 (interaction). (3) The miRNA is mmu-miR-7000-3p with sequence CACCCACCUGCCUGUCCUCCAG. The protein sequence of the target gene is MNGDDAFARRPRAGAQIPEKIQKSFDDIAKYFSKKEWEKMKSLEKISYVYMKRKYEAMTKLGFKATLPPFMHNTGATDLQGNDFDNDRNQGNQVERPQMTFCRLQRIFPKIMPKKPAEEGNDSKGVPEASGSQNDGKHLCPPGKPSTSEKINKTSGPKRGKHAWTHRLRERKQLVIYEEISDPEEDDE. Result: 0 (no interaction). (4) The miRNA is hsa-miR-1909-3p with sequence CGCAGGGGCCGGGUGCUCACCG. The protein sequence of the target gene is MAALYACTKCHQRFPFEALSQGQQLCKECRIAHPVVKCTYCRTEYQQESKTNTICKKCAQNVQLYGTPKPCQYCNIIAAFIGNKCQRCTNSEKKYGPPYSCEQCKQQCAFDRKDDRKKVDGKLLCWLCTLSYKRVLQKTKEQRKHLSSSSRAGHQEKEQYSRLSGGGHYNSQKTLSTSSIQNEIPKKKSKFESITTNGDSFSPDLALDSPGTDHFVIIAQLKEEVATLKKMLHQKDQMILEKEKKITELKADFQYQESQMRAKMNQMEKTHKEVTEQLQAKNRELLKQAAALSKSKKSEK.... Result: 0 (no interaction). (5) The miRNA is hsa-miR-6509-3p with sequence UUCCACUGCCACUACCUAAUUU. The protein sequence of the target gene is MEAVYLVVNGLGLVLDVLTLVLDLNFLLVSSLLASLAWLLAFVYNLPHTVLTSLLHLGRGVLLSLLALIEAVVRFTCGGLQALCTLLYSCCSGLESLKLLGHLASHGALRSREILHRGVLNVVSSGHALLRQACDICAIAMSLVAYVINSLVNICLIGTQNLFSLVLALWDAVTGPLWRMTDVVAAFLAHISSSAVAMAILLWTPCQLALELLASAARLLASFVLVNLTGLVLLACVLAVTVTVLHPDFTLRLATQALSQLHARPSYHRLREDVMRLSRLALGSEAWRRVWSRSLQLASW.... Result: 0 (no interaction). (6) Result: 0 (no interaction). The miRNA is hsa-let-7a-5p with sequence UGAGGUAGUAGGUUGUAUAGUU. The protein sequence of the target gene is MNKLKSSQKDKVRQFMIFTQSSEKTAVSCLSQNDWKLDVATDNFFQNPELYIRESVKGSLDRKKLEQLYTRYKDPQDENKIGIDGIQQFCDDLALDPASISVLIIAWKFRAATQCEFSKQEFMDGMTELGCDSIEKLKAQIPKMEQELKEPGRFKDFYQFTFNFAKNPGQKGLDLEMAIAYWNLVLNGRFKFLDLWNKFLLEHHKRSIPKDTWNLLLDFSSMIADDMSNYDEEGAWPVLIDDFVEFARPQIAGTKSTTV. (7) The miRNA is mmu-miR-3074-5p with sequence GUUCCUGCUGAACUGAGCCAGU. The protein sequence of the target gene is MNCRELPLTLWVLISVSTAESCTSRPHITVVEGEPFYLKHCSCSLAHEIETTTKSWYKSSGSQEHVELNPRSSSRIALHDCVLEFWPVELNDTGSYFFQMKNYTQKWKLNVIRRNKHSCFTERQVTSKIVEVKKFFQITCENSYYQTLVNSTSLYKNCKKLLLENNKNPTIKKNAEFEDQGYYSCVHFLHHNGKLFNITKTFNITIVEDRSNIVPVLLGPKLNHVAVELGKNVRLNCSALLNEEDVIYWMFGEENGSDPNIHEEKEMRIMTPEGKWHASKVLRIENIGESNLNVLYNCTV.... Result: 0 (no interaction).